This data is from Peptide-MHC class I binding affinity with 185,985 pairs from IEDB/IMGT. The task is: Regression. Given a peptide amino acid sequence and an MHC pseudo amino acid sequence, predict their binding affinity value. This is MHC class I binding data. (1) The peptide sequence is SASKSASVY. The MHC is HLA-A01:01 with pseudo-sequence HLA-A01:01. The binding affinity (normalized) is 0.0652. (2) The peptide sequence is IIIISCLGW. The MHC is HLA-B58:01 with pseudo-sequence HLA-B58:01. The binding affinity (normalized) is 0.359. (3) The peptide sequence is STRHPSKLR. The MHC is HLA-A11:01 with pseudo-sequence HLA-A11:01. The binding affinity (normalized) is 0.254. (4) The peptide sequence is NEVGARILT. The MHC is HLA-B40:01 with pseudo-sequence HLA-B40:01. The binding affinity (normalized) is 0.0847. (5) The peptide sequence is WPILGFFPM. The MHC is HLA-B51:01 with pseudo-sequence HLA-B51:01. The binding affinity (normalized) is 0.0847. (6) The peptide sequence is GSRNLKSLY. The MHC is Mamu-A02 with pseudo-sequence Mamu-A02. The binding affinity (normalized) is 0.926. (7) The peptide sequence is WLSLLVPFV. The MHC is HLA-A02:07 with pseudo-sequence HLA-A02:07. The binding affinity (normalized) is 0.417.